Dataset: Forward reaction prediction with 1.9M reactions from USPTO patents (1976-2016). Task: Predict the product of the given reaction. (1) Given the reactants [F:1][C:2]1[CH:7]=[CH:6][C:5]([CH3:8])=[CH:4][C:3]=1[NH:9][C:10]([NH:12][C:13]1[CH:42]=[CH:41][C:16]([O:17][C:18]2[CH:23]=[CH:22][N:21]=[C:20]3[CH:24]=[C:25]([C:27]([NH:29][CH2:30][CH2:31][CH2:32][NH:33]C(=O)OC(C)(C)C)=[O:28])[S:26][C:19]=23)=[CH:15][CH:14]=1)=[O:11].FC(F)(F)C(O)=O, predict the reaction product. The product is: [NH2:33][CH2:32][CH2:31][CH2:30][NH:29][C:27]([C:25]1[S:26][C:19]2[C:20](=[N:21][CH:22]=[CH:23][C:18]=2[O:17][C:16]2[CH:15]=[CH:14][C:13]([NH:12][C:10]([NH:9][C:3]3[CH:4]=[C:5]([CH3:8])[CH:6]=[CH:7][C:2]=3[F:1])=[O:11])=[CH:42][CH:41]=2)[CH:24]=1)=[O:28]. (2) The product is: [ClH:16].[CH3:17][N:18]([CH3:14])[CH2:19][CH2:1][C:2]([C:4]1[CH:9]=[CH:8][CH:7]=[C:6]([C:10]([F:11])([F:12])[F:13])[CH:5]=1)=[O:3]. Given the reactants [CH3:1][C:2]([C:4]1[CH:9]=[CH:8][CH:7]=[C:6]([C:10]([F:13])([F:12])[F:11])[CH:5]=1)=[O:3].[CH2:14]=O.[ClH:16].[CH3:17][NH:18][CH3:19].Cl, predict the reaction product. (3) Given the reactants C([C@]1(C([N:19]2[CH2:24][CH2:23][N:22]([C:25]3[CH:30]=[CH:29][CH:28]=[C:27]([C:31]([F:34])([F:33])[F:32])[N:26]=3)[CH2:21][CH2:20]2)=O)CC[C@@H](NC(=O)OC(C)(C)C)C1)(C)C.Cl, predict the reaction product. The product is: [F:34][C:31]([F:32])([F:33])[C:27]1[N:26]=[C:25]([N:22]2[CH2:21][CH2:20][NH:19][CH2:24][CH2:23]2)[CH:30]=[CH:29][CH:28]=1. (4) Given the reactants [C:1]1([C:7]2[N:12]=[CH:11][C:10]([NH:13][C:14](=[O:19])[CH2:15][C:16]([OH:18])=O)=[CH:9][CH:8]=2)[CH:6]=[CH:5][CH:4]=[CH:3][CH:2]=1.CCN(C(C)C)C(C)C.[CH:29]1[CH:30]=[CH:31]C2N(O)N=[N:35][C:33]=2[CH:34]=1.CCN=C=NCCCN(C)C.Cl.Cl.[F:52][C:53]([F:69])([F:68])[C:54]1[CH:67]=[CH:66][CH:65]=[CH:64][C:55]=1[O:56]NC1CCNCC1, predict the reaction product. The product is: [O:18]=[C:16]([N:35]1[CH2:31][CH2:30][CH:29]([O:56][C:55]2[CH:64]=[CH:65][CH:66]=[CH:67][C:54]=2[C:53]([F:52])([F:68])[F:69])[CH2:34][CH2:33]1)[CH2:15][C:14]([NH:13][C:10]1[CH:11]=[N:12][C:7]([C:1]2[CH:2]=[CH:3][CH:4]=[CH:5][CH:6]=2)=[CH:8][CH:9]=1)=[O:19]. (5) Given the reactants [CH3:1][O:2][C:3]1[CH:4]=[C:5]2[C:14](=[CH:15][CH:16]=1)[C:13]([CH3:17])=[C:12]([C:18]1[CH:23]=[CH:22][C:21]([O:24][CH3:25])=[CH:20][CH:19]=1)[CH:11]1[CH:6]2[CH2:7][CH2:8][CH2:9][CH2:10]1.[H][H], predict the reaction product. The product is: [CH3:1][O:2][C:3]1[CH:4]=[C:5]2[C:14](=[CH:15][CH:16]=1)[CH:13]([CH3:17])[CH:12]([C:18]1[CH:19]=[CH:20][C:21]([O:24][CH3:25])=[CH:22][CH:23]=1)[CH:11]1[CH:6]2[CH2:7][CH2:8][CH2:9][CH2:10]1. (6) Given the reactants Br[C:2]1[CH:8]=[C:7]([F:9])[C:5]([NH2:6])=[C:4]([Cl:10])[CH:3]=1.[CH3:11][O:12][C:13]1[CH:14]=[C:15](B(O)O)[CH:16]=[CH:17][C:18]=1[O:19][CH3:20], predict the reaction product. The product is: [Cl:10][C:4]1[CH:3]=[C:2]([C:16]2[CH:15]=[CH:14][C:13]([O:12][CH3:11])=[C:18]([O:19][CH3:20])[CH:17]=2)[CH:8]=[C:7]([F:9])[C:5]=1[NH2:6]. (7) Given the reactants [CH3:1][C@H:2]1[CH2:7][CH2:6][C@H:5]([C:8]([N:10]([CH:33]([CH3:35])[CH3:34])[C:11]2[CH:15]=[C:14]([C:16]3[CH:21]=[CH:20][C:19]([NH:22][C:23]([C:25]4[N:26]=[CH:27][S:28][CH:29]=4)=[O:24])=[CH:18][CH:17]=3)[S:13][C:12]=2[C:30]([OH:32])=[O:31])=[O:9])[CH2:4][CH2:3]1.[NH2:36][C@H:37]([C:43]([OH:45])=[O:44])[CH2:38][CH2:39][CH2:40][CH2:41][NH2:42], predict the reaction product. The product is: [NH2:36][C@H:37]([C:43]([OH:45])=[O:44])[CH2:38][CH2:39][CH2:40][CH2:41][NH2:42].[CH3:1][C@H:2]1[CH2:7][CH2:6][C@H:5]([C:8]([N:10]([CH:33]([CH3:35])[CH3:34])[C:11]2[CH:15]=[C:14]([C:16]3[CH:17]=[CH:18][C:19]([NH:22][C:23]([C:25]4[N:26]=[CH:27][S:28][CH:29]=4)=[O:24])=[CH:20][CH:21]=3)[S:13][C:12]=2[C:30]([O-:32])=[O:31])=[O:9])[CH2:4][CH2:3]1.